Task: Predict the reactants needed to synthesize the given product.. Dataset: Full USPTO retrosynthesis dataset with 1.9M reactions from patents (1976-2016) (1) Given the product [Br:14][C:11]1[CH:12]=[CH:13][C:6]([O:5][CH2:4][C:3]2[C:2]([F:1])=[CH:18][C:17]([F:19])=[CH:16][C:15]=2[F:20])=[C:7]([C:8](=[O:9])[CH2:29][CH2:28][C:30](=[O:31])[CH3:32])[CH:10]=1, predict the reactants needed to synthesize it. The reactants are: [F:1][C:2]1[CH:18]=[C:17]([F:19])[CH:16]=[C:15]([F:20])[C:3]=1[CH2:4][O:5][C:6]1[CH:13]=[CH:12][C:11]([Br:14])=[CH:10][C:7]=1[CH:8]=[O:9].C(N(CC)CC)C.[CH:28]([C:30]([CH3:32])=[O:31])=[CH2:29].[Br-].C([N+]1C(CC)=C(CCO)SC=1)C. (2) Given the product [C:25]([C:29]1[CH:30]=[C:31]([C:2]2[C:15]3[C:16]4=[C:17]5[C:12](=[CH:13][CH:14]=3)[CH:11]=[CH:10][C:9]([C:18]3[CH:19]=[CH:20][C:21]([CH3:24])=[CH:22][CH:23]=3)=[C:8]5[CH:7]=[CH:6][C:5]4=[CH:4][CH:3]=2)[CH:32]=[CH:33][CH:34]=1)([CH3:26])([CH3:27])[CH3:28], predict the reactants needed to synthesize it. The reactants are: Br[C:2]1[C:15]2[C:16]3=[C:17]4[C:12](=[CH:13][CH:14]=2)[CH:11]=[CH:10][C:9]([C:18]2[CH:23]=[CH:22][C:21]([CH3:24])=[CH:20][CH:19]=2)=[C:8]4[CH:7]=[CH:6][C:5]3=[CH:4][CH:3]=1.[C:25]([C:29]1[CH:30]=[C:31](B2OC(C)(C)C(C)(C)O2)[CH:32]=[CH:33][CH:34]=1)([CH3:28])([CH3:27])[CH3:26].P([O-])([O-])([O-])=O.[K+].[K+].[K+].C(Cl)Cl. (3) Given the product [OH:31][CH2:11][C:12]1[CH:22]=[N:21][C:20]2[C:19]3[S:26][CH:27]=[CH:28][C:18]=3[CH2:17][CH2:16][O:15][C:14]=2[CH:13]=1, predict the reactants needed to synthesize it. The reactants are: [H-].C([Al+]CC(C)C)C(C)C.[CH3:11][C:12]1[C:22](C(O)=O)=[N:21][C:20]2[C:19]3[S:26][CH:27]=[CH:28][C:18]=3[CH2:17][CH2:16][O:15][C:14]=2[CH:13]=1.CC[O:31]C(C)=O. (4) Given the product [Cl:1][C:2]1[CH:10]=[CH:9][C:5]([C:6]([N:19]([O:18][CH3:14])[CH3:20])=[O:7])=[CH:4][N:3]=1, predict the reactants needed to synthesize it. The reactants are: [Cl:1][C:2]1[CH:10]=[CH:9][C:5]([C:6](O)=[O:7])=[CH:4][N:3]=1.CN([C:14]([O:18][N:19]1N=NC2C=CC=C[C:20]1=2)=[N+](C)C)C.[B-](F)(F)(F)F.C(N(C(C)C)CC)(C)C.Cl.COCN. (5) Given the product [C:1]([N:4]1[CH2:8][C@@H:7]([S:9][C:31]([CH3:34])([CH3:33])[CH3:32])[C@H:6]([NH:10][S:11]([C:14]2[CH:15]=[CH:16][C:17]([O:20][C:21]3[CH:22]=[CH:23][CH:24]=[CH:25][CH:26]=3)=[CH:18][CH:19]=2)(=[O:13])=[O:12])[CH2:5]1)(=[O:3])[NH2:2], predict the reactants needed to synthesize it. The reactants are: [C:1]([N:4]1[CH2:8][C@@H:7]([SH:9])[C@H:6]([NH:10][S:11]([C:14]2[CH:19]=[CH:18][C:17]([O:20][C:21]3[CH:26]=[CH:25][CH:24]=[CH:23][CH:22]=3)=[CH:16][CH:15]=2)(=[O:13])=[O:12])[CH2:5]1)(=[O:3])[NH2:2].Cl.C(N1C[C@@H](S[C:31]([CH3:34])([CH3:33])[CH3:32])[C@H](NS(C2C=CC(OC3C=CC=CC=3)=CC=2)(=O)=O)C1)(O[C:31]([CH3:34])([CH3:33])[CH3:32])=O.C(N(CC)CC)C. (6) Given the product [Si:24]([O:31][CH2:32][C:33]([NH:35][S:36]([C:38]([CH3:39])([CH3:41])[CH3:40])=[O:37])([C:2]1[S:3][C:4]2[CH:10]=[C:9]([CH2:11][CH2:12][CH2:13][CH2:14][CH2:15][CH2:16][CH2:17][CH3:18])[CH:8]=[CH:7][C:5]=2[N:6]=1)[CH3:34])([C:27]([CH3:30])([CH3:28])[CH3:29])([CH3:26])[CH3:25], predict the reactants needed to synthesize it. The reactants are: Br[C:2]1[S:3][C:4]2[CH:10]=[C:9]([CH2:11][CH2:12][CH2:13][CH2:14][CH2:15][CH2:16][CH2:17][CH3:18])[CH:8]=[CH:7][C:5]=2[N:6]=1.[Li]CCCC.[Si:24]([O:31][CH2:32]/[C:33](=[N:35]/[S:36]([C:38]([CH3:41])([CH3:40])[CH3:39])=[O:37])/[CH3:34])([C:27]([CH3:30])([CH3:29])[CH3:28])([CH3:26])[CH3:25].C[Al](C)C.[NH4+].[Cl-].